From a dataset of Forward reaction prediction with 1.9M reactions from USPTO patents (1976-2016). Predict the product of the given reaction. (1) The product is: [Cl:1][C:2]1[CH:7]=[CH:6][C:5]([C:8]2([OH:34])[CH2:13][CH2:12][N:11]([CH2:14][C:15]([N:17]3[C@@H:22]([CH3:23])[CH2:21][O:20][C@H:19]([CH2:24][C:25]4[CH:26]=[CH:27][C:28]([F:31])=[CH:29][CH:30]=4)[CH2:18]3)=[O:16])[CH2:10][C:9]2([CH3:33])[CH3:32])=[CH:4][CH:3]=1. Given the reactants [Cl:1][C:2]1[CH:7]=[CH:6][C:5]([C@@:8]2([OH:34])[CH2:13][CH2:12][N:11]([CH2:14][C:15]([N:17]3[C@@H:22]([CH3:23])[CH2:21][O:20][C@H:19]([CH2:24][C:25]4[CH:30]=[CH:29][C:28]([F:31])=[CH:27][CH:26]=4)[CH2:18]3)=[O:16])[CH2:10][C:9]2([CH3:33])[CH3:32])=[CH:4][CH:3]=1.ClC1C=CC([C@]2(O)CCN(CC(N3[C@@H](C)CO[C@H](CC4C=CC(F)=CC=4)C3)=O)CC2(C)C)=CC=1, predict the reaction product. (2) Given the reactants [NH2:1][C:2]1[C:9]([CH3:10])=[CH:8][C:5]([C:6]#[N:7])=[CH:4][C:3]=1[Cl:11].C[Si]([N-][Si](C)(C)C)(C)C.[Na+].[C:22](Cl)(=[O:24])[CH3:23].Cl, predict the reaction product. The product is: [C:22]([NH:1][C:2]1[C:9]([CH3:10])=[CH:8][C:5]([C:6]#[N:7])=[CH:4][C:3]=1[Cl:11])(=[O:24])[CH3:23]. (3) Given the reactants [NH2:1][NH2:2].[CH3:3][C:4]1[CH:5]=[C:6]([NH:17][C:18]2[C:27]3[C:22](=[CH:23][CH:24]=[C:25]([CH:28]=O)[CH:26]=3)[N:21]=[CH:20][N:19]=2)[CH:7]=[CH:8][C:9]=1[O:10][C:11]1[CH:16]=[CH:15][CH:14]=[CH:13][CH:12]=1.C(Cl)Cl, predict the reaction product. The product is: [N:1](=[CH:28][C:25]1[CH:26]=[C:27]2[C:22](=[CH:23][CH:24]=1)[N:21]=[CH:20][N:19]=[C:18]2[NH:17][C:6]1[CH:7]=[CH:8][C:9]([O:10][C:11]2[CH:12]=[CH:13][CH:14]=[CH:15][CH:16]=2)=[C:4]([CH3:3])[CH:5]=1)[NH2:2]. (4) Given the reactants [C:1]([C:3]1[CH:8]=[CH:7][C:6]([C:9]2[CH:10]=[N:11][N:12]([C:15]3[CH:23]=[CH:22][C:18]([C:19](O)=[O:20])=[CH:17][N:16]=3)[C:13]=2[OH:14])=[C:5]([CH3:24])[CH:4]=1)#[N:2].Cl.[CH3:26][O:27][C@H:28]([CH3:32])[CH2:29][CH2:30][NH2:31], predict the reaction product. The product is: [C:1]([C:3]1[CH:8]=[CH:7][C:6]([C:9]2[CH:10]=[N:11][N:12]([C:15]3[CH:23]=[CH:22][C:18]([C:19]([NH:31][CH2:30][CH2:29][C@H:28]([O:27][CH3:26])[CH3:32])=[O:20])=[CH:17][N:16]=3)[C:13]=2[OH:14])=[C:5]([CH3:24])[CH:4]=1)#[N:2]. (5) Given the reactants [NH2:1][C:2]1[C:11]([N+:12]([O-])=O)=[CH:10][C:5]([C:6]([O:8][CH3:9])=[O:7])=[C:4]([CH2:15][O:16][CH3:17])[CH:3]=1.[Cl-].[NH4+].O1CCCC1.CO, predict the reaction product. The product is: [NH2:1][C:2]1[C:11]([NH2:12])=[CH:10][C:5]([C:6]([O:8][CH3:9])=[O:7])=[C:4]([CH2:15][O:16][CH3:17])[CH:3]=1. (6) Given the reactants Cl[C:2]1[C:11]2[C:6](=[C:7]([O:12][CH2:13][C:14]3[CH:19]=[CH:18][C:17]([O:20][CH3:21])=[CH:16][CH:15]=3)[CH:8]=[CH:9][CH:10]=2)[N:5]=[CH:4][CH:3]=1.[NH:22]1[CH2:27][CH2:26][NH:25][CH2:24][CH2:23]1, predict the reaction product. The product is: [CH3:21][O:20][C:17]1[CH:18]=[CH:19][C:14]([CH2:13][O:12][C:7]2[CH:8]=[CH:9][CH:10]=[C:11]3[C:6]=2[N:5]=[CH:4][CH:3]=[C:2]3[N:22]2[CH2:27][CH2:26][NH:25][CH2:24][CH2:23]2)=[CH:15][CH:16]=1. (7) Given the reactants [F:1][C:2]1[CH:3]=[C:4]([C@:13]2([NH:23][C:24](=[O:36])[NH:25][C:26]3[CH:27]=[CH:28][C:29]([C:32](=[NH:35])[NH:33][OH:34])=[N:30][CH:31]=3)[C:18]3=[N:19][CH:20]=[CH:21][CH:22]=[C:17]3[O:16][CH2:15][CH2:14]2)[CH:5]=[CH:6][C:7]=1[O:8][C:9]([F:12])([F:11])[F:10].[C:37](N1C=CN=C1)(N1C=CN=C1)=[O:38].CO, predict the reaction product. The product is: [F:1][C:2]1[CH:3]=[C:4]([C@:13]2([NH:23][C:24]([NH:25][C:26]3[CH:31]=[N:30][C:29]([C:32]4[NH:35][C:37](=[O:38])[O:34][N:33]=4)=[CH:28][CH:27]=3)=[O:36])[C:18]3=[N:19][CH:20]=[CH:21][CH:22]=[C:17]3[O:16][CH2:15][CH2:14]2)[CH:5]=[CH:6][C:7]=1[O:8][C:9]([F:12])([F:10])[F:11].